Dataset: Catalyst prediction with 721,799 reactions and 888 catalyst types from USPTO. Task: Predict which catalyst facilitates the given reaction. (1) Reactant: [CH3:1][O:2][C:3]1[CH:8]=[CH:7][C:6]([C:9]([O-:11])=[O:10])=[CH:5][N:4]=1.[Cl:12][C:13]1[CH:18]=[CH:17][CH:16]=[CH:15][C:14]=1[NH:19][C:20](=[O:34])[NH:21][C:22]1[CH:27]=[CH:26][C:25]([CH2:28][C:29]([OH:31])=O)=[CH:24][C:23]=1[O:32][CH3:33].CCN=C=N[CH2:40][CH2:41][CH2:42][N:43]([CH3:45])C.Cl.[CH3:47]N(C=O)C. Product: [Cl:12][C:13]1[CH:18]=[CH:17][CH:16]=[CH:15][C:14]=1[NH:19][C:20](=[O:34])[NH:21][C:22]1[CH:27]=[CH:26][C:25]([CH2:28][C:29]([N:43]2[CH2:42][CH2:41][CH2:40][CH:45]2[CH2:1][O:2][C:3]2[CH:8]=[CH:7][C:6]([C:9]([O:11][CH3:47])=[O:10])=[CH:5][N:4]=2)=[O:31])=[CH:24][C:23]=1[O:32][CH3:33]. The catalyst class is: 142. (2) Reactant: C([O:8][C:9]1[CH:24]=[CH:23][C:22]([O:25]CC2C=CC=CC=2)=[CH:21][C:10]=1[O:11][CH2:12][CH:13]([C:15]1[CH:20]=[CH:19][CH:18]=[CH:17][CH:16]=1)[OH:14])C1C=CC=CC=1. Product: [OH:14][CH:13]([C:15]1[CH:20]=[CH:19][CH:18]=[CH:17][CH:16]=1)[CH2:12][O:11][C:10]1[CH:21]=[C:22]([OH:25])[CH:23]=[CH:24][C:9]=1[OH:8]. The catalyst class is: 29. (3) Reactant: [CH2:1]([N:8]1[CH:12]=[CH:11][CH:10]=[C:9]1[C:13]([O:15]CC)=[O:14])[C:2]1[CH:7]=[CH:6][CH:5]=[CH:4][CH:3]=1.[OH-].[K+].O.Cl. The catalyst class is: 5. Product: [CH2:1]([N:8]1[CH:12]=[CH:11][CH:10]=[C:9]1[C:13]([OH:15])=[O:14])[C:2]1[CH:3]=[CH:4][CH:5]=[CH:6][CH:7]=1. (4) Reactant: [CH2:1]([C:3]1[N:4]=[C:5]2[N:9]([C:10]3[C:15]([CH3:16])=[CH:14][C:13]([CH3:17])=[CH:12][C:11]=3[CH3:18])[CH2:8][CH2:7][N:6]2[C:19]=1[C:20]([CH2:24][CH2:25][CH3:26])=[CH:21][CH2:22][CH3:23])[CH3:2].B.C1COCC1.C(O)(=O)C.CO. Product: [CH2:1]([C:3]1[N:4]=[C:5]2[N:9]([C:10]3[C:11]([CH3:18])=[CH:12][C:13]([CH3:17])=[CH:14][C:15]=3[CH3:16])[CH2:8][CH2:7][N:6]2[C:19]=1[CH:20]([CH2:21][CH2:22][CH3:23])[CH2:24][CH2:25][CH3:26])[CH3:2]. The catalyst class is: 7. (5) Reactant: [C:1]1([CH2:7][C:8]([OH:10])=O)[CH:6]=[CH:5][CH:4]=[CH:3][CH:2]=1.CN(C(ON1N=NC2C=CC=NC1=2)=[N+](C)C)C.F[P-](F)(F)(F)(F)F.C1C=CC2N(O)N=NC=2C=1.CCN(C(C)C)C(C)C.[NH2:54][CH2:55][C:56]1[O:60][C:59]([C:61]2[CH:66]=[CH:65][C:64]([C:67]3[C:72]([CH3:73])=[CH:71][CH:70]=[C:69]([C:74]([NH:76][CH:77]4[CH2:79][CH2:78]4)=[O:75])[CH:68]=3)=[CH:63][CH:62]=2)=[N:58][N:57]=1. Product: [CH:77]1([NH:76][C:74]([C:69]2[CH:68]=[C:67]([C:64]3[CH:65]=[CH:66][C:61]([C:59]4[O:60][C:56]([CH2:55][NH:54][C:8](=[O:10])[CH2:7][C:1]5[CH:2]=[CH:3][CH:4]=[CH:5][CH:6]=5)=[N:57][N:58]=4)=[CH:62][CH:63]=3)[C:72]([CH3:73])=[CH:71][CH:70]=2)=[O:75])[CH2:79][CH2:78]1. The catalyst class is: 3. (6) Reactant: [C:1]([O:5][C:6](=[O:19])[CH:7]([N:12]=[CH:13][C:14]1[S:15][CH:16]=[CH:17][N:18]=1)[CH2:8][CH:9]([CH3:11])[CH3:10])([CH3:4])([CH3:3])[CH3:2].[C:20]([NH2:24])(=[O:23])[CH:21]=[CH2:22].[Br-].[Li+].C(N(CC)CC)C.[Cl-].[NH4+]. Product: [NH2:24][C:20]([C@@H:21]1[C@H:13]([C:14]2[S:15][CH:16]=[CH:17][N:18]=2)[NH:12][C@:7]([CH2:8][CH:9]([CH3:11])[CH3:10])([C:6]([O:5][C:1]([CH3:3])([CH3:4])[CH3:2])=[O:19])[CH2:22]1)=[O:23]. The catalyst class is: 1.